Dataset: Reaction yield outcomes from USPTO patents with 853,638 reactions. Task: Predict the reaction yield, written as a fraction of the theoretical maximum amount of product (1.0 means a 100% yield; for example, 0.34 means a 34% yield). (1) The reactants are [CH3:1][O:2][C:3]([C:5]1[NH:15][C:8]2=[CH:9][N:10]=[C:11]([O:13][CH3:14])[CH:12]=[C:7]2[C:6]=1I)=[O:4].[N:17]1[CH:22]=[CH:21][CH:20]=[CH:19][C:18]=1B(O)O.[C:26](=O)([O-])[O-:27].[K+].[K+].O. The catalyst is COCCOC.C(OCC)(=O)C. The product is [CH3:1][O:2][C:3]([C:5]1[NH:15][C:8]2=[CH:9][N:10]=[C:11]([O:13][CH3:14])[CH:12]=[C:7]2[C:6]=1[C:19]1[C:18]([O:27][CH3:26])=[N:17][CH:22]=[CH:21][CH:20]=1)=[O:4]. The yield is 0.270. (2) The reactants are [C:1]([O:5][C:6](=[O:31])[CH:7]([NH:16][C:17]1[C:22]([N+:23]([O-:25])=[O:24])=[CH:21][N:20]=[C:19]([N:26]([CH2:29][CH3:30])[CH2:27][CH3:28])[N:18]=1)[CH2:8][C:9]1[CH:14]=[CH:13][C:12]([OH:15])=[CH:11][CH:10]=1)([CH3:4])([CH3:3])[CH3:2].C(N(CC)CC)C.[CH3:39][N:40]([CH3:44])[C:41](Cl)=[O:42]. The catalyst is C(Cl)Cl.CN(C1C=CN=CC=1)C. The product is [C:1]([O:5][C:6](=[O:31])[CH:7]([NH:16][C:17]1[C:22]([N+:23]([O-:25])=[O:24])=[CH:21][N:20]=[C:19]([N:26]([CH2:27][CH3:28])[CH2:29][CH3:30])[N:18]=1)[CH2:8][C:9]1[CH:14]=[CH:13][C:12]([O:15][C:41](=[O:42])[N:40]([CH3:44])[CH3:39])=[CH:11][CH:10]=1)([CH3:4])([CH3:2])[CH3:3]. The yield is 0.990. (3) The reactants are [Na].[Cl:2][C:3]1[CH:4]=[N:5][CH:6]=[C:7]([Cl:10])[C:8]=1[SH:9].Cl[C:12]1[S:16][C:15]([C:17]([O:19][CH3:20])=[O:18])=[CH:14][C:13]=1[N+:21]([O-:23])=[O:22].C(=O)([O-])[O-].[K+].[K+]. The catalyst is C1(C)C=CC=CC=1. The product is [Cl:2][C:3]1[CH:4]=[N:5][CH:6]=[C:7]([Cl:10])[C:8]=1[S:9][C:12]1[S:16][C:15]([C:17]([O:19][CH3:20])=[O:18])=[CH:14][C:13]=1[N+:21]([O-:23])=[O:22]. The yield is 0.230. (4) The reactants are [C:1]1([CH:7](CS([O-])(=O)=O)[C:8]2[CH:13]=[CH:12][CH:11]=[CH:10][N:9]=2)[CH:6]=[CH:5][CH:4]=[CH:3][CH:2]=1.[Br:19][Li].O. The catalyst is CN(C=O)C. The product is [Br:19][CH:7]([C:1]1[CH:6]=[CH:5][CH:4]=[CH:3][CH:2]=1)[C:8]1[CH:13]=[CH:12][CH:11]=[CH:10][N:9]=1. The yield is 0.980.